Dataset: Forward reaction prediction with 1.9M reactions from USPTO patents (1976-2016). Task: Predict the product of the given reaction. (1) Given the reactants [Br:1][C:2]1[CH:3]=[N:4][C:5]2[N:6]([N:8]=[C:9]([C:11]([OH:13])=O)[CH:10]=2)[CH:7]=1.[CH3:14][N:15]1[C:24]2[C:19](=[CH:20][C:21]([C:25]([F:28])([F:27])[F:26])=[CH:22][CH:23]=2)[CH2:18][CH2:17][NH:16]1, predict the reaction product. The product is: [Br:1][C:2]1[CH:3]=[N:4][C:5]2[N:6]([N:8]=[C:9]([C:11]([N:16]3[CH2:17][CH2:18][C:19]4[C:24](=[CH:23][CH:22]=[C:21]([C:25]([F:26])([F:27])[F:28])[CH:20]=4)[N:15]3[CH3:14])=[O:13])[CH:10]=2)[CH:7]=1. (2) Given the reactants [C:1]([CH2:3][C:4]([OH:6])=O)#[N:2].C1C=CC2N(O)N=NC=2C=1.CCN=C=NCCCN(C)C.Cl.[NH:29]1[C:38]2[C:33](=[CH:34][CH:35]=[CH:36][CH:37]=2)[CH2:32][CH2:31][CH2:30]1.C(N(C(C)C)CC)(C)C, predict the reaction product. The product is: [N:29]1([C:4](=[O:6])[CH2:3][C:1]#[N:2])[C:38]2[C:33](=[CH:34][CH:35]=[CH:36][CH:37]=2)[CH2:32][CH2:31][CH2:30]1. (3) Given the reactants CS(O[CH:6]([C:10]1[CH:11]=[N:12][CH:13]=[CH:14][C:15]=1[C:16]([F:19])([F:18])[F:17])[CH:7]([CH3:9])[CH3:8])(=O)=O.[N-:20]=[N+:21]=[N-:22].[Na+], predict the reaction product. The product is: [N:20]([CH:6]([C:10]1[CH:11]=[N:12][CH:13]=[CH:14][C:15]=1[C:16]([F:19])([F:18])[F:17])[CH:7]([CH3:9])[CH3:8])=[N+:21]=[N-:22]. (4) Given the reactants [N:1]1([C:7]([O:9][C:10]([CH3:13])([CH3:12])[CH3:11])=[O:8])[CH2:6][CH2:5][NH:4][CH2:3][CH2:2]1.Br[C:15]1[CH:20]=[CH:19][C:18]([Br:21])=[CH:17][N:16]=1.C(=O)([O-])[O-].[K+].[K+], predict the reaction product. The product is: [Br:21][C:18]1[CH:19]=[CH:20][C:15]([N:4]2[CH2:5][CH2:6][N:1]([C:7]([O:9][C:10]([CH3:13])([CH3:12])[CH3:11])=[O:8])[CH2:2][CH2:3]2)=[N:16][CH:17]=1. (5) Given the reactants [Cl:1][C:2]1[CH:7]=[CH:6][N:5]=[C:4]2[CH:8]=[CH:9][S:10][C:3]=12.C([Li])CCC.[C:16]([O:20][C:21](=[O:35])[N:22]([CH2:27][C:28]1[CH:29]=[N:30][C:31](Br)=[CH:32][CH:33]=1)[CH2:23][CH2:24][O:25][CH3:26])([CH3:19])([CH3:18])[CH3:17], predict the reaction product. The product is: [Cl:1][C:2]1[CH:7]=[CH:6][N:5]=[C:4]2[CH:8]=[C:9]([C:31]3[N:30]=[CH:29][C:28]([CH2:27][N:22]([CH2:23][CH2:24][O:25][CH3:26])[C:21](=[O:35])[O:20][C:16]([CH3:17])([CH3:18])[CH3:19])=[CH:33][CH:32]=3)[S:10][C:3]=12.